This data is from Reaction yield outcomes from USPTO patents with 853,638 reactions. The task is: Predict the reaction yield, written as a fraction of the theoretical maximum amount of product (1.0 means a 100% yield; for example, 0.34 means a 34% yield). (1) The reactants are [Br:1][C:2]1[C:3]([CH3:23])=[C:4]([CH3:22])[C:5]2[O:9][C:8](=[O:10])[C:7]([C:12]3[CH:17]=[CH:16][C:15]([CH:18]([CH3:20])[CH3:19])=[CH:14][CH:13]=3)([CH3:11])[C:6]=2[CH:21]=1. The catalyst is C(OCC)(=O)C.CCCCCC. The product is [Br:1][C:2]1[CH:21]=[C:6]([C:7]([C:12]2[CH:13]=[CH:14][C:15]([CH:18]([CH3:20])[CH3:19])=[CH:16][CH:17]=2)([CH3:11])[CH2:8][OH:10])[C:5]([OH:9])=[C:4]([CH3:22])[C:3]=1[CH3:23]. The yield is 0.830. (2) The reactants are [CH:1]([C:4]1[CH:9]=[C:8]([N:10]2[CH2:15][CH2:14][O:13][CH2:12][CH2:11]2)[CH:7]=[C:6]([CH:16]([CH3:18])[CH3:17])[C:5]=1[NH2:19])([CH3:3])[CH3:2].N1C=CC=CC=1.[CH:26]1([CH2:31][C:32](Cl)=[O:33])[CH2:30][CH2:29][CH2:28][CH2:27]1. The catalyst is O1CCCC1.C(OCC)(=O)C. The product is [CH:26]1([CH2:31][C:32]([NH:19][C:5]2[C:6]([CH:16]([CH3:18])[CH3:17])=[CH:7][C:8]([N:10]3[CH2:11][CH2:12][O:13][CH2:14][CH2:15]3)=[CH:9][C:4]=2[CH:1]([CH3:3])[CH3:2])=[O:33])[CH2:30][CH2:29][CH2:28][CH2:27]1. The yield is 0.330. (3) The reactants are [N+:1]([C:4]1[CH:8]=[CH:7][N:6]([CH2:9][CH2:10][CH2:11][CH2:12][CH2:13][CH2:14][CH2:15][CH3:16])[N:5]=1)([O-])=O.CO.[H][H]. The catalyst is C(OCC)(=O)C.[Pd]. The product is [CH2:9]([N:6]1[CH:7]=[CH:8][C:4]([NH2:1])=[N:5]1)[CH2:10][CH2:11][CH2:12][CH2:13][CH2:14][CH2:15][CH3:16]. The yield is 0.410. (4) The reactants are [CH2:1]([S:4]([N:7]([C:14]1[CH:19]=[C:18]([F:20])[C:17]([F:21])=[C:16]([C:22]([C:24]2[CH:25]=[C:26]3[C:31](=[CH:32][CH:33]=2)[N:30]=[CH:29][N:28]=[CH:27]3)=[O:23])[C:15]=1[F:34])S(CCC)(=O)=O)(=[O:6])=[O:5])[CH2:2][CH3:3].[OH-].[Na+]. The catalyst is CO. The product is [F:34][C:15]1[C:16]([C:22]([C:24]2[CH:25]=[C:26]3[C:31](=[CH:32][CH:33]=2)[N:30]=[CH:29][N:28]=[CH:27]3)=[O:23])=[C:17]([F:21])[C:18]([F:20])=[CH:19][C:14]=1[NH:7][S:4]([CH2:1][CH2:2][CH3:3])(=[O:6])=[O:5]. The yield is 0.440. (5) The reactants are [OH:1][C@@H:2]1[CH2:7][CH2:6][C@H:5]([NH:8][C:9]2[N:14]3[N:15]=[C:16]([NH:18][C:19]4[CH:27]=[C:26]5[C:22]([C:23](=O)[C:24](=[O:29])[N:25]5[CH3:28])=[C:21]([CH3:31])[CH:20]=4)[N:17]=[C:13]3[CH:12]=[CH:11][CH:10]=2)[CH2:4][CH2:3]1.BrC1C=C2C(C(=O)C(=O)N2C)=C(C)C=1.NC1N=C2C=CC=C(N[C@@H]3CC[C@H](O)CC3)N2N=1.C(=O)([O-])[O-].[Cs+].[Cs+].C1(P(C2C=CC=CC=2)C2C3OC4C(=CC=CC=4P(C4C=CC=CC=4)C4C=CC=CC=4)C(C)(C)C=3C=CC=2)C=CC=CC=1. The catalyst is O1CCOCC1.[Pd].[Pd].C(=CC(C=CC1C=CC=CC=1)=O)C1C=CC=CC=1.C(=CC(C=CC1C=CC=CC=1)=O)C1C=CC=CC=1.C(=CC(C=CC1C=CC=CC=1)=O)C1C=CC=CC=1. The product is [OH:1][C@@H:2]1[CH2:7][CH2:6][C@H:5]([NH:8][C:9]2[N:14]3[N:15]=[C:16]([NH:18][C:19]4[CH:27]=[C:26]5[C:22]([CH2:23][C:24](=[O:29])[N:25]5[CH3:28])=[C:21]([CH3:31])[CH:20]=4)[N:17]=[C:13]3[CH:12]=[CH:11][CH:10]=2)[CH2:4][CH2:3]1. The yield is 0.391. (6) The reactants are [NH:1]1[C:9]2[C:4](=[CH:5][CH:6]=[CH:7][N+:8]=2[O-])[CH:3]=[C:2]1[C:11]([O:13][CH2:14][CH3:15])=[O:12].[Cl:16]C(OC)=O. The catalyst is C1COCC1. The product is [Cl:16][C:7]1[N:8]=[C:9]2[C:4]([CH:3]=[C:2]([C:11]([O:13][CH2:14][CH3:15])=[O:12])[NH:1]2)=[CH:5][CH:6]=1. The yield is 0.260. (7) The reactants are [CH3:1][C:2]1[CH:7]=[CH:6][C:5]([C:8]2[O:12][N:11]=[CH:10][C:9]=2[C:13](OCC)=O)=[CH:4][CH:3]=1.[H-].C([Al+]CC(C)C)C(C)C.[ClH:28]. The catalyst is O1CCCC1. The product is [Cl:28][CH2:13][C:9]1[CH:10]=[N:11][O:12][C:8]=1[C:5]1[CH:6]=[CH:7][C:2]([CH3:1])=[CH:3][CH:4]=1. The yield is 0.940.